Dataset: Forward reaction prediction with 1.9M reactions from USPTO patents (1976-2016). Task: Predict the product of the given reaction. Given the reactants [NH2:1][C@:2]12[CH2:45][CH2:44][C@@H:43]([C:46]([CH3:48])=[CH2:47])[C@@H:3]1[C@@H:4]1[C@@:17]([CH3:20])([CH2:18][CH2:19]2)[C@@:16]2([CH3:21])[C@@H:7]([C@:8]3([CH3:42])[C@@H:13]([CH2:14][CH2:15]2)[C:12]([CH3:23])([CH3:22])[C:11]([C:24]2[CH2:29][CH2:28][C@@:27]([CH2:40][F:41])([C:30]([O:32][CH2:33][C:34]4[CH:39]=[CH:38][CH:37]=[CH:36][CH:35]=4)=[O:31])[CH2:26][CH:25]=2)=[CH:10][CH2:9]3)[CH2:6][CH2:5]1.[CH:49]([S:51]([CH:54]=[CH2:55])(=[O:53])=[O:52])=[CH2:50].[NH:56]1[CH2:61][CH2:60][S:59](=[O:63])(=[O:62])[CH2:58][CH2:57]1, predict the reaction product. The product is: [O:52]=[S:51]1(=[O:53])[CH2:54][CH2:55][N:56]([CH2:57][CH2:58][S:59]([CH2:60][CH2:61][NH:1][C@:2]23[CH2:45][CH2:44][C@@H:43]([C:46]([CH3:48])=[CH2:47])[C@@H:3]2[C@@H:4]2[C@@:17]([CH3:20])([CH2:18][CH2:19]3)[C@@:16]3([CH3:21])[C@@H:7]([C@:8]4([CH3:42])[C@@H:13]([CH2:14][CH2:15]3)[C:12]([CH3:22])([CH3:23])[C:11]([C:24]3[CH2:29][CH2:28][C@@:27]([CH2:40][F:41])([C:30]([O:32][CH2:33][C:34]5[CH:35]=[CH:36][CH:37]=[CH:38][CH:39]=5)=[O:31])[CH2:26][CH:25]=3)=[CH:10][CH2:9]4)[CH2:6][CH2:5]2)(=[O:63])=[O:62])[CH2:50][CH2:49]1.